From a dataset of Full USPTO retrosynthesis dataset with 1.9M reactions from patents (1976-2016). Predict the reactants needed to synthesize the given product. (1) Given the product [Cl:23][C:20]1[CH:21]=[CH:22][C:17]([N:14]2[CH2:13][CH2:12][C:11]3([CH2:10][CH2:9][N:8]([C:6](=[O:7])[CH2:36][N:33]4[C:34]([CH3:35])=[C:30]([Cl:29])[C:31]([C:40]([F:42])([F:43])[F:41])=[N:32]4)[CH2:27][CH2:26]3)[CH2:15]2)=[CH:18][C:19]=1[O:24][CH3:25], predict the reactants needed to synthesize it. The reactants are: C(O[C:6]([N:8]1[CH2:27][CH2:26][C:11]2([C:15](=O)[N:14]([C:17]3[CH:22]=[CH:21][C:20]([Cl:23])=[C:19]([O:24][CH3:25])[CH:18]=3)[CH2:13][CH2:12]2)[CH2:10][CH2:9]1)=[O:7])(C)(C)C.Cl.[Cl:29][C:30]1[C:31]([C:40]([F:43])([F:42])[F:41])=[N:32][N:33]([CH2:36]C(O)=O)[C:34]=1[CH3:35].CN(C(ON1N=NC2C=CC=NC1=2)=[N+](C)C)C.F[P-](F)(F)(F)(F)F. (2) Given the product [F:1][C:2]1[CH:7]=[CH:6][C:5]([C:8]2[N:9]=[CH:10][C:11](/[CH:24]=[CH:23]/[C:22]([O:26][CH3:27])=[O:25])=[N:12][C:13]=2[C:14]2[CH:19]=[CH:18][C:17]([F:20])=[CH:16][CH:15]=2)=[CH:4][CH:3]=1, predict the reactants needed to synthesize it. The reactants are: [F:1][C:2]1[CH:7]=[CH:6][C:5]([C:8]2[C:13]([C:14]3[CH:19]=[CH:18][C:17]([F:20])=[CH:16][CH:15]=3)=[N:12][C:11](I)=[CH:10][N:9]=2)=[CH:4][CH:3]=1.[C:22]([O:26][CH3:27])(=[O:25])[CH:23]=[CH2:24]. (3) The reactants are: [Br:1][C:2]1[N:6]2[N:7]=[C:8](Cl)[CH:9]=[CH:10][C:5]2=[N:4][CH:3]=1.[O:12]1[CH2:17][CH2:16][CH:15]([OH:18])[CH2:14][CH2:13]1.[H-].[Na+].C([O-])(O)=O.[Na+]. Given the product [Br:1][C:2]1[N:6]2[N:7]=[C:8]([O:18][CH:15]3[CH2:16][CH2:17][O:12][CH2:13][CH2:14]3)[CH:9]=[CH:10][C:5]2=[N:4][CH:3]=1, predict the reactants needed to synthesize it. (4) Given the product [N+:12]([C:10]1[CH:9]=[CH:8][C:5]2[CH:6]=[C:16]([C:17]([O:19][CH3:20])=[O:18])[S:15][C:4]=2[CH:11]=1)([O-:14])=[O:13], predict the reactants needed to synthesize it. The reactants are: [N+]([C:4]1[CH:11]=[C:10]([N+:12]([O-:14])=[O:13])[CH:9]=[CH:8][C:5]=1[CH:6]=O)([O-])=O.[SH:15][CH2:16][C:17]([O:19][CH3:20])=[O:18].C(N(CC)CC)C. (5) Given the product [Cl:12][C:7]1[CH:6]=[C:5]([C@H:4]([N:13]2[C:17]3[CH:18]=[CH:19][CH:20]=[CH:21][C:16]=3[N:15]([CH:22]([CH3:23])[CH3:24])[S:14]2(=[O:25])=[O:26])[CH2:3][CH2:2][NH:28][CH3:27])[CH:10]=[C:9]([F:11])[CH:8]=1, predict the reactants needed to synthesize it. The reactants are: Cl[CH2:2][CH2:3][C@@H:4]([N:13]1[C:17]2[CH:18]=[CH:19][CH:20]=[CH:21][C:16]=2[N:15]([CH:22]([CH3:24])[CH3:23])[S:14]1(=[O:26])=[O:25])[C:5]1[CH:10]=[C:9]([F:11])[CH:8]=[C:7]([Cl:12])[CH:6]=1.[CH3:27][NH2:28]. (6) Given the product [Cl:9][C:8]1[N:1]=[C:2]([Cl:3])[N:4]=[C:5]([N:17]2[CH2:22][CH2:21][O:20][CH2:19][CH2:18]2)[N:7]=1, predict the reactants needed to synthesize it. The reactants are: [N:1]1[C:8]([Cl:9])=[N:7][C:5](Cl)=[N:4][C:2]=1[Cl:3].C(N(CC)CC)C.[NH:17]1[CH2:22][CH2:21][O:20][CH2:19][CH2:18]1.O. (7) Given the product [CH2:10]([N:7]1[CH2:8][CH2:9][C:4]2([C:18](=[O:20])[NH:1][CH2:2][CH2:3]2)[CH:5]([OH:17])[CH2:6]1)[C:11]1[CH:16]=[CH:15][CH:14]=[CH:13][CH:12]=1, predict the reactants needed to synthesize it. The reactants are: [NH2:1][CH2:2][CH2:3][C:4]1([C:18]([O:20]CC)=O)[CH2:9][CH2:8][N:7]([CH2:10][C:11]2[CH:16]=[CH:15][CH:14]=[CH:13][CH:12]=2)[CH2:6][CH:5]1[OH:17].